From a dataset of Forward reaction prediction with 1.9M reactions from USPTO patents (1976-2016). Predict the product of the given reaction. (1) Given the reactants [CH3:1][Si:2]([C:5]#[CH:6])([CH3:4])[CH3:3].[Li]CCCC.[F:12][C:13]1([F:17])[CH2:16][CH2:15][CH2:14]1.C1C[O:21]CC1, predict the reaction product. The product is: [F:12][C:13]1([F:17])[CH2:16][C:15]([C:6]#[C:5][Si:2]([CH3:4])([CH3:3])[CH3:1])([OH:21])[CH2:14]1. (2) Given the reactants C[Si]([N-][Si](C)(C)C)(C)C.[Li+].[N:11]1[C:20]2[C:15](=[CH:16][C:17]([CH2:21][C:22]([O:24][CH3:25])=[O:23])=[CH:18][CH:19]=2)[CH:14]=[CH:13][CH:12]=1.[CH3:26]I, predict the reaction product. The product is: [N:11]1[C:20]2[C:15](=[CH:16][C:17]([CH:21]([CH3:26])[C:22]([O:24][CH3:25])=[O:23])=[CH:18][CH:19]=2)[CH:14]=[CH:13][CH:12]=1. (3) Given the reactants [CH:1]1([CH2:4][O:5][C:6]2[CH:14]=[CH:13][C:9]3[O:10][CH2:11][O:12][C:8]=3[C:7]=2[C:15]2[C:16]3[NH:23][C:22]([CH3:24])=[C:21]([C:25](O)=[O:26])[C:17]=3[N:18]=[CH:19][N:20]=2)[CH2:3][CH2:2]1.CCN(C(C)C)C(C)C.[NH2:37][C@H:38]([CH2:66][C:67]1[CH:72]=[CH:71][CH:70]=[CH:69][CH:68]=1)[C:39]([N:41]1[CH2:46][CH2:45][CH:44]([N:47]2[C:52](=[O:53])[C:51]([CH3:55])([CH3:54])[CH2:50][C:49]([C:56]3[CH:61]=[CH:60][C:59]([O:62][CH3:63])=[C:58]([O:64][CH3:65])[CH:57]=3)=[N:48]2)[CH2:43][CH2:42]1)=[O:40].CCOC(C(C#N)=NOC(N1CCOCC1)=[N+](C)C)=O.F[P-](F)(F)(F)(F)F.C(=O)(O)[O-].[Na+], predict the reaction product. The product is: [CH:1]1([CH2:4][O:5][C:6]2[CH:14]=[CH:13][C:9]3[O:10][CH2:11][O:12][C:8]=3[C:7]=2[C:15]2[C:16]3[NH:23][C:22]([CH3:24])=[C:21]([C:25]([NH:37][C@H:38]([CH2:66][C:67]4[CH:72]=[CH:71][CH:70]=[CH:69][CH:68]=4)[C:39]([N:41]4[CH2:42][CH2:43][CH:44]([N:47]5[C:52](=[O:53])[C:51]([CH3:55])([CH3:54])[CH2:50][C:49]([C:56]6[CH:61]=[CH:60][C:59]([O:62][CH3:63])=[C:58]([O:64][CH3:65])[CH:57]=6)=[N:48]5)[CH2:45][CH2:46]4)=[O:40])=[O:26])[C:17]=3[N:18]=[CH:19][N:20]=2)[CH2:3][CH2:2]1. (4) Given the reactants Br[C:2]1[CH:3]=[C:4]2[C:9](=[CH:10][CH:11]=1)[N:8]=[N:7][CH:6]=[CH:5]2.[Cl:12][C:13]1[C:18]([NH:19][S:20]([C:23]2[CH:28]=[CH:27][C:26]([F:29])=[CH:25][CH:24]=2)(=[O:22])=[O:21])=[CH:17][C:16](B2OC(C)(C)C(C)(C)O2)=[CH:15][N:14]=1.C(=O)([O-])[O-].[Na+].[Na+].O1CCOCC1.O, predict the reaction product. The product is: [Cl:12][C:13]1[C:18]([NH:19][S:20]([C:23]2[CH:28]=[CH:27][C:26]([F:29])=[CH:25][CH:24]=2)(=[O:22])=[O:21])=[CH:17][C:16]([C:2]2[CH:3]=[C:4]3[C:9](=[CH:10][CH:11]=2)[N:8]=[N:7][CH:6]=[CH:5]3)=[CH:15][N:14]=1. (5) Given the reactants [CH3:1][S:2]([C:5]1[N:10]=[CH:9][C:8]([N:11]2[CH2:14][C:13]3([CH2:19][CH2:18][NH:17][CH2:16][CH2:15]3)[CH2:12]2)=[CH:7][CH:6]=1)(=[O:4])=[O:3].[CH3:20][C:21]1[C:29]([C@@H:30]2[CH2:32][O:31]2)=[CH:28][CH:27]=[C:26]2[C:22]=1[CH2:23][O:24][C:25]2=[O:33], predict the reaction product. The product is: [OH:31][C@H:30]([C:29]1[C:21]([CH3:20])=[C:22]2[C:26](=[CH:27][CH:28]=1)[C:25](=[O:33])[O:24][CH2:23]2)[CH2:32][N:17]1[CH2:18][CH2:19][C:13]2([CH2:12][N:11]([C:8]3[CH:9]=[N:10][C:5]([S:2]([CH3:1])(=[O:4])=[O:3])=[CH:6][CH:7]=3)[CH2:14]2)[CH2:15][CH2:16]1.